This data is from Peptide-MHC class II binding affinity with 134,281 pairs from IEDB. The task is: Regression. Given a peptide amino acid sequence and an MHC pseudo amino acid sequence, predict their binding affinity value. This is MHC class II binding data. (1) The peptide sequence is KAAVAAAASVPAADK. The MHC is DRB1_1602 with pseudo-sequence DRB1_1602. The binding affinity (normalized) is 0.756. (2) The peptide sequence is IALIAVSLIAALKGM. The MHC is DRB1_0101 with pseudo-sequence DRB1_0101. The binding affinity (normalized) is 0.821.